Dataset: Forward reaction prediction with 1.9M reactions from USPTO patents (1976-2016). Task: Predict the product of the given reaction. (1) The product is: [CH3:1][O:2][C:3]([C:4]1[CH:9]=[CH:8][C:7]2[O:10][C:21]([C:22]3[CH:27]=[N:26][C:25]([C:28]([F:31])([F:29])[F:30])=[CH:24][CH:23]=3)=[CH:11][C:6]=2[CH:5]=1)=[O:13]. Given the reactants [CH3:1][O:2][C:3](=[O:13])[C:4]1[CH:9]=[CH:8][C:7]([OH:10])=[C:6]([CH:11]=O)[CH:5]=1.C(=O)([O-])[O-].[K+].[K+].Br[CH2:21][C:22]1[CH:23]=[CH:24][C:25]([C:28]([F:31])([F:30])[F:29])=[N:26][CH:27]=1, predict the reaction product. (2) Given the reactants [CH2:1]([O:8][C:9]1[CH:17]=[C:16]([O:18][CH2:19][C:20]2[CH:25]=[CH:24][CH:23]=[CH:22][CH:21]=2)[C:15]([C:26]([CH3:28])=[CH2:27])=[CH:14][C:10]=1[C:11](O)=[O:12])[C:2]1[CH:7]=[CH:6][CH:5]=[CH:4][CH:3]=1.Cl.C(N=C=N)C.ON1C2C=CC=CC=2N=N1.Br.[CH3:46][C:47]1[CH:48]=[C:49]([OH:56])[CH:50]=[C:51]2[C:55]=1[CH2:54][NH:53][CH2:52]2.C(N(CC)CC)C, predict the reaction product. The product is: [CH2:1]([O:8][C:9]1[CH:17]=[C:16]([O:18][CH2:19][C:20]2[CH:21]=[CH:22][CH:23]=[CH:24][CH:25]=2)[C:15]([C:26]([CH3:28])=[CH2:27])=[CH:14][C:10]=1[C:11]([N:53]1[CH2:52][C:51]2[C:55](=[C:47]([CH3:46])[CH:48]=[C:49]([OH:56])[CH:50]=2)[CH2:54]1)=[O:12])[C:2]1[CH:3]=[CH:4][CH:5]=[CH:6][CH:7]=1.